Dataset: Reaction yield outcomes from USPTO patents with 853,638 reactions. Task: Predict the reaction yield, written as a fraction of the theoretical maximum amount of product (1.0 means a 100% yield; for example, 0.34 means a 34% yield). The reactants are CS(O[C:6]1([CH3:23])[CH2:9][N:8]([CH:10]([C:17]2[CH:22]=[CH:21][CH:20]=[CH:19][CH:18]=2)[C:11]2[CH:16]=[CH:15][CH:14]=[CH:13][CH:12]=2)[CH2:7]1)(=O)=O.[C:24]([NH2:28])([CH3:27])([CH3:26])[CH3:25].[ClH:29]. The catalyst is C(O)(C)C.CCOCC. The product is [ClH:29].[C:24]([NH:28][C:6]1([CH3:23])[CH2:9][N:8]([CH:10]([C:17]2[CH:22]=[CH:21][CH:20]=[CH:19][CH:18]=2)[C:11]2[CH:16]=[CH:15][CH:14]=[CH:13][CH:12]=2)[CH2:7]1)([CH3:27])([CH3:26])[CH3:25]. The yield is 0.740.